This data is from NCI-60 drug combinations with 297,098 pairs across 59 cell lines. The task is: Regression. Given two drug SMILES strings and cell line genomic features, predict the synergy score measuring deviation from expected non-interaction effect. (1) Drug 1: CC1=C(C(=CC=C1)Cl)NC(=O)C2=CN=C(S2)NC3=CC(=NC(=N3)C)N4CCN(CC4)CCO. Drug 2: C1CN(CCN1C(=O)CCBr)C(=O)CCBr. Cell line: TK-10. Synergy scores: CSS=25.7, Synergy_ZIP=-9.06, Synergy_Bliss=-3.82, Synergy_Loewe=-10.4, Synergy_HSA=-2.50. (2) Drug 1: CC(C1=C(C=CC(=C1Cl)F)Cl)OC2=C(N=CC(=C2)C3=CN(N=C3)C4CCNCC4)N. Drug 2: C1=CC(=CC=C1CCC2=CNC3=C2C(=O)NC(=N3)N)C(=O)NC(CCC(=O)O)C(=O)O. Cell line: SF-539. Synergy scores: CSS=38.0, Synergy_ZIP=2.69, Synergy_Bliss=2.52, Synergy_Loewe=-13.1, Synergy_HSA=3.23. (3) Drug 1: C1=CC(=CC=C1CC(C(=O)O)N)N(CCCl)CCCl.Cl. Drug 2: C1CCC(C(C1)N)N.C(=O)(C(=O)[O-])[O-].[Pt+4]. Cell line: TK-10. Synergy scores: CSS=11.0, Synergy_ZIP=-2.87, Synergy_Bliss=0.748, Synergy_Loewe=-2.44, Synergy_HSA=-1.08. (4) Drug 1: CN(C)N=NC1=C(NC=N1)C(=O)N. Synergy scores: CSS=17.3, Synergy_ZIP=1.71, Synergy_Bliss=9.59, Synergy_Loewe=6.78, Synergy_HSA=7.03. Drug 2: C1=CC(=CC=C1CC(C(=O)O)N)N(CCCl)CCCl.Cl. Cell line: BT-549. (5) Drug 1: C1=CC(=CC=C1CCC2=CNC3=C2C(=O)NC(=N3)N)C(=O)NC(CCC(=O)O)C(=O)O. Drug 2: CC(C1=C(C=CC(=C1Cl)F)Cl)OC2=C(N=CC(=C2)C3=CN(N=C3)C4CCNCC4)N. Cell line: HL-60(TB). Synergy scores: CSS=37.4, Synergy_ZIP=-7.22, Synergy_Bliss=-13.4, Synergy_Loewe=-21.9, Synergy_HSA=-13.9. (6) Drug 1: CN1CCC(CC1)COC2=C(C=C3C(=C2)N=CN=C3NC4=C(C=C(C=C4)Br)F)OC. Drug 2: CC=C1C(=O)NC(C(=O)OC2CC(=O)NC(C(=O)NC(CSSCCC=C2)C(=O)N1)C(C)C)C(C)C. Cell line: NCI-H522. Synergy scores: CSS=63.2, Synergy_ZIP=-0.527, Synergy_Bliss=5.89, Synergy_Loewe=-34.2, Synergy_HSA=7.23. (7) Drug 1: CNC(=O)C1=CC=CC=C1SC2=CC3=C(C=C2)C(=NN3)C=CC4=CC=CC=N4. Drug 2: CS(=O)(=O)C1=CC(=C(C=C1)C(=O)NC2=CC(=C(C=C2)Cl)C3=CC=CC=N3)Cl. Cell line: CAKI-1. Synergy scores: CSS=15.6, Synergy_ZIP=3.91, Synergy_Bliss=11.3, Synergy_Loewe=5.93, Synergy_HSA=10.7. (8) Drug 1: C1=CC(=CC=C1CC(C(=O)O)N)N(CCCl)CCCl.Cl. Drug 2: COC1=C2C(=CC3=C1OC=C3)C=CC(=O)O2. Cell line: NCI-H322M. Synergy scores: CSS=-1.08, Synergy_ZIP=2.85, Synergy_Bliss=4.20, Synergy_Loewe=0.621, Synergy_HSA=0.347. (9) Drug 1: C1CCC(C1)C(CC#N)N2C=C(C=N2)C3=C4C=CNC4=NC=N3. Drug 2: CS(=O)(=O)OCCCCOS(=O)(=O)C. Cell line: A549. Synergy scores: CSS=20.6, Synergy_ZIP=-4.26, Synergy_Bliss=-0.747, Synergy_Loewe=-3.36, Synergy_HSA=-0.766.